Dataset: Peptide-MHC class II binding affinity with 134,281 pairs from IEDB. Task: Regression. Given a peptide amino acid sequence and an MHC pseudo amino acid sequence, predict their binding affinity value. This is MHC class II binding data. (1) The peptide sequence is YDKFLANVSTVLTHK. The MHC is DRB1_1001 with pseudo-sequence DRB1_1001. The binding affinity (normalized) is 0.662. (2) The peptide sequence is MLLILCTSQILLMRT. The binding affinity (normalized) is 0.455. The MHC is DRB1_0701 with pseudo-sequence DRB1_0701. (3) The binding affinity (normalized) is 0.177. The MHC is HLA-DQA10301-DQB10302 with pseudo-sequence HLA-DQA10301-DQB10302. The peptide sequence is QPGVDIIEGPVKNVA. (4) The peptide sequence is NASHCNEMSWIQSIP. The MHC is DRB1_1101 with pseudo-sequence DRB1_1101. The binding affinity (normalized) is 0.105. (5) The peptide sequence is FGQNTSAIAAAEAQY. The MHC is DRB4_0101 with pseudo-sequence DRB4_0103. The binding affinity (normalized) is 0.183.